This data is from Full USPTO retrosynthesis dataset with 1.9M reactions from patents (1976-2016). The task is: Predict the reactants needed to synthesize the given product. (1) Given the product [CH3:16][N:17]([C:21]1[CH:22]=[N:23][CH:24]=[CH:25][CH:26]=1)[C:18]([N:7]1[C:8](=[O:9])[N:4]([CH:1]2[CH2:3][CH2:2]2)[N:5]=[N:6]1)=[O:19], predict the reactants needed to synthesize it. The reactants are: [CH:1]1([N:4]2[C:8](=[O:9])[NH:7][N:6]=[N:5]2)[CH2:3][CH2:2]1.C([O-])([O-])=O.[K+].[K+].[CH3:16][N:17]([C:21]1[CH:22]=[N:23][CH:24]=[CH:25][CH:26]=1)[C:18](Cl)=[O:19]. (2) Given the product [C:27]([O:26][CH2:25][C@@H:15]1[C@@H:14]([O:13][C:5](=[O:12])[C:6]2[CH:7]=[CH:8][CH:9]=[CH:10][CH:11]=2)[C@@:18]([Cl:20])([F:19])[CH:17]([OH:21])[O:16]1)(=[O:34])[C:28]1[CH:29]=[CH:30][CH:31]=[CH:32][CH:33]=1, predict the reactants needed to synthesize it. The reactants are: C(CN)O.[C:5]([O:13][C@H:14]1[C@@:18]([Cl:20])([F:19])[CH:17]([O:21]C(=O)C)[O:16][C@@H:15]1[CH2:25][O:26][C:27](=[O:34])[C:28]1[CH:33]=[CH:32][CH:31]=[CH:30][CH:29]=1)(=[O:12])[C:6]1[CH:11]=[CH:10][CH:9]=[CH:8][CH:7]=1. (3) Given the product [Br:1][C:2]1[CH:3]=[N:4][CH:5]=[C:6]([Br:9])[C:7]=1[CH2:8][CH2:22][C:21]([O:20][CH2:18][CH3:19])=[O:24], predict the reactants needed to synthesize it. The reactants are: [Br:1][C:2]1[CH:3]=[N:4][CH:5]=[C:6]([Br:9])[C:7]=1[CH3:8].[Li+].CC([N-]C(C)C)C.[CH2:18]([O:20][C:21](=[O:24])[CH2:22]Br)[CH3:19].CC(O)=O. (4) Given the product [Cl:22][C:23]1[CH:29]=[CH:28][C:26]([NH:27][S:2]([C:5]2[CH:14]=[CH:13][C:12]3[NH:11][C:10](=[O:15])[C:9]4[NH:16][CH:17]=[CH:18][C:8]=4[C:7]=3[CH:6]=2)(=[O:3])=[O:4])=[CH:25][CH:24]=1.[CH2:18]([C:19]([O-:21])=[O:20])[CH3:17], predict the reactants needed to synthesize it. The reactants are: Cl[S:2]([C:5]1[CH:14]=[CH:13][C:12]2[NH:11][C:10](=[O:15])[C:9]3[NH:16][CH:17]=[C:18]([C:19]([OH:21])=[O:20])[C:8]=3[C:7]=2[CH:6]=1)(=[O:4])=[O:3].[Cl:22][C:23]1[CH:29]=[CH:28][C:26]([NH2:27])=[CH:25][CH:24]=1. (5) Given the product [CH3:5][O:6][C:7](=[O:32])[CH2:8][O:9][CH2:10]/[CH:11]=[CH:12]\[CH2:13][N:14]1[C:15](=[O:31])[CH2:16][CH2:17][CH2:18][C@@H:19]1/[CH:20]=[CH:21]/[CH:22]([OH:30])[CH2:23][C:24]1[CH:29]=[CH:28][CH:27]=[CH:26][CH:25]=1, predict the reactants needed to synthesize it. The reactants are: [BH4-].[Na+].CO.[CH3:5][O:6][C:7](=[O:32])[CH2:8][O:9][CH2:10]/[CH:11]=[CH:12]\[CH2:13][N:14]1[C@@H:19](/[CH:20]=[CH:21]/[C:22](=[O:30])[CH2:23][C:24]2[CH:29]=[CH:28][CH:27]=[CH:26][CH:25]=2)[CH2:18][CH2:17][CH2:16][C:15]1=[O:31]. (6) Given the product [CH2:2]([N:9]([CH3:41])[CH2:10][CH2:11][O:12][C@H:13]1[CH2:20][N:19]2[C:21]3[CH:22]=[C:23]([C:34]([NH:54][S:51]([N:50]([CH2:49][CH:48]([O:47][CH3:46])[O:56][CH3:57])[CH3:55])(=[O:53])=[O:52])=[O:35])[CH:24]=[CH:25][C:26]=3[C:27]([CH:28]3[CH2:33][CH2:32][CH2:31][CH2:30][CH2:29]3)=[C:18]2[C:17]2[CH:37]=[CH:38][CH:39]=[CH:40][C:16]=2[O:15][CH2:14]1)[C:3]1[CH:4]=[CH:5][CH:6]=[CH:7][CH:8]=1, predict the reactants needed to synthesize it. The reactants are: [Cl-].[CH2:2]([NH+:9]([CH3:41])[CH2:10][CH2:11][O:12][C@H:13]1[CH2:20][N:19]2[C:21]3[CH:22]=[C:23]([C:34](O)=[O:35])[CH:24]=[CH:25][C:26]=3[C:27]([CH:28]3[CH2:33][CH2:32][CH2:31][CH2:30][CH2:29]3)=[C:18]2[C:17]2[CH:37]=[CH:38][CH:39]=[CH:40][C:16]=2[O:15][CH2:14]1)[C:3]1[CH:8]=[CH:7][CH:6]=[CH:5][CH:4]=1.C(Cl)CCl.[CH3:46][O:47][CH:48]([O:56][CH3:57])[CH2:49][N:50]([CH3:55])[S:51]([NH2:54])(=[O:53])=[O:52]. (7) Given the product [CH3:11][O:10][CH2:9][CH2:8][C:3]([NH:12][C:13](=[O:19])[O:14][C:15]([CH3:16])([CH3:18])[CH3:17])([CH2:4][CH2:5][O:6][CH3:7])[CH2:2][NH:1][C:25](=[O:41])[O:26][CH2:27][CH:28]1[C:40]2[CH:39]=[CH:38][CH:37]=[CH:36][C:35]=2[C:34]2[C:29]1=[CH:30][CH:31]=[CH:32][CH:33]=2, predict the reactants needed to synthesize it. The reactants are: [NH2:1][CH2:2][C:3]([NH:12][C:13](=[O:19])[O:14][C:15]([CH3:18])([CH3:17])[CH3:16])([CH2:8][CH2:9][O:10][CH3:11])[CH2:4][CH2:5][O:6][CH3:7].C(=O)([O-])O.[Na+].[C:25](=O)([O:41]N1C(=O)CCC1=O)[O:26][CH2:27][CH:28]1[C:40]2[CH:39]=[CH:38][CH:37]=[CH:36][C:35]=2[C:34]2[C:29]1=[CH:30][CH:31]=[CH:32][CH:33]=2.[Cl-].[Na+]. (8) The reactants are: [F:1][CH:2]([F:11])[C:3]([C:5]1[CH:10]=[CH:9][CH:8]=[CH:7][CH:6]=1)=[O:4].Br[C:13]1[CH:18]=[CH:17][C:16]([F:19])=[CH:15][CH:14]=1.ClC1C=CC(F)=CC=1. Given the product [F:1][C:2]([F:11])([C:13]1[CH:18]=[CH:17][C:16]([F:19])=[CH:15][CH:14]=1)[C:3]([C:5]1[CH:6]=[CH:7][CH:8]=[CH:9][CH:10]=1)=[O:4], predict the reactants needed to synthesize it. (9) Given the product [OH:36][CH2:35][CH2:34][CH2:33][CH2:32][NH:31][C:27]([CH:9]1[CH:8]([C:4]2[CH:5]=[CH:6][CH:7]=[C:2]([Cl:1])[CH:3]=2)[C:12]([C:15]2[CH:16]=[CH:17][C:18]([Cl:21])=[CH:19][CH:20]=2)([C:13]#[N:14])[CH:11]([CH2:22][C:23]([CH3:25])([CH3:26])[CH3:24])[NH:10]1)=[O:28], predict the reactants needed to synthesize it. The reactants are: [Cl:1][C:2]1[CH:3]=[C:4]([CH:8]2[C:12]([C:15]3[CH:20]=[CH:19][C:18]([Cl:21])=[CH:17][CH:16]=3)([C:13]#[N:14])[CH:11]([CH2:22][C:23]([CH3:26])([CH3:25])[CH3:24])[NH:10][CH:9]2[C:27](O)=[O:28])[CH:5]=[CH:6][CH:7]=1.C[NH:31][CH2:32][CH2:33][CH2:34][CH2:35][OH:36].CN(C(ON1N=NC2C=CC=NC1=2)=[N+](C)C)C.F[P-](F)(F)(F)(F)F.CCN(C(C)C)C(C)C.